Dataset: Forward reaction prediction with 1.9M reactions from USPTO patents (1976-2016). Task: Predict the product of the given reaction. (1) Given the reactants [C:1]([Si:5]([CH3:20])([CH3:19])[O:6][CH2:7][CH2:8][O:9][C:10]1[CH:11]=[C:12]([CH:16]=[CH:17][CH:18]=1)[CH:13]=[N:14][CH3:15])([CH3:4])([CH3:3])[CH3:2], predict the reaction product. The product is: [C:1]([Si:5]([CH3:19])([CH3:20])[O:6][CH2:7][CH2:8][O:9][C:10]1[CH:11]=[C:12]([CH:16]=[CH:17][CH:18]=1)[CH2:13][NH:14][CH3:15])([CH3:4])([CH3:3])[CH3:2]. (2) Given the reactants [Cl:1][C:2]1[CH:7]=[C:6]([NH:8][CH:9]2[CH2:14][CH2:13][NH:12][CH2:11][CH2:10]2)[C:5]([C:15]#[N:16])=[CH:4][C:3]=1[NH:17][C:18]1[N:23]=[C:22]([NH:24][CH:25]2[CH2:27][CH2:26]2)[C:21]2=[N:28][CH:29]=[C:30]([C:31]#[N:32])[N:20]2[N:19]=1.[O:33]1[CH2:36][C:35](=O)[CH2:34]1.COC(OC)OC.C(O)(=O)C.C([BH3-])#N.[Na+], predict the reaction product. The product is: [Cl:1][C:2]1[CH:7]=[C:6]([NH:8][CH:9]2[CH2:14][CH2:13][N:12]([CH:35]3[CH2:36][O:33][CH2:34]3)[CH2:11][CH2:10]2)[C:5]([C:15]#[N:16])=[CH:4][C:3]=1[NH:17][C:18]1[N:23]=[C:22]([NH:24][CH:25]2[CH2:26][CH2:27]2)[C:21]2=[N:28][CH:29]=[C:30]([C:31]#[N:32])[N:20]2[N:19]=1. (3) The product is: [CH2:10]([O:17][C:18]1[CH:27]=[C:26]([I:28])[CH:25]=[CH:24][C:19]=1[CH2:20][OH:21])[C:11]1[CH:12]=[CH:13][CH:14]=[CH:15][CH:16]=1. Given the reactants CC(C[AlH]CC(C)C)C.[CH2:10]([O:17][C:18]1[CH:27]=[C:26]([I:28])[CH:25]=[CH:24][C:19]=1[C:20](OC)=[O:21])[C:11]1[CH:16]=[CH:15][CH:14]=[CH:13][CH:12]=1, predict the reaction product. (4) Given the reactants Br[CH2:2][C:3]1[C:12]([O:13][CH3:14])=[CH:11][C:10]2[C:5](=[CH:6][CH:7]=[CH:8][CH:9]=2)[CH:4]=1.Cl.[O:16]=[C:17]1[C:22]([C:23]([O:25][CH2:26][CH3:27])=[O:24])=[CH:21][CH:20]=[CH:19][NH:18]1.[H-].[Na+], predict the reaction product. The product is: [CH3:14][O:13][C:12]1[C:3]([CH2:2][N:18]2[CH:19]=[CH:20][CH:21]=[C:22]([C:23]([O:25][CH2:26][CH3:27])=[O:24])[C:17]2=[O:16])=[CH:4][C:5]2[C:10]([CH:11]=1)=[CH:9][CH:8]=[CH:7][CH:6]=2. (5) Given the reactants CN(C)C=O.Cl.[F:7][C:8]([F:19])([F:18])[C:9]([N:11]1[CH2:16][CH2:15][CH:14]([NH2:17])[CH2:13][CH2:12]1)=[O:10].Br[CH2:21][C:22]([NH:24][C:25]1[CH:30]=[CH:29][CH:28]=[CH:27][N:26]=1)=[O:23].C(=O)([O-])[O-].[K+].[K+], predict the reaction product. The product is: [N:26]1[CH:27]=[CH:28][CH:29]=[CH:30][C:25]=1[NH:24][C:22](=[O:23])[CH2:21][NH:17][CH:14]1[CH2:15][CH2:16][N:11]([C:9](=[O:10])[C:8]([F:7])([F:18])[F:19])[CH2:12][CH2:13]1. (6) Given the reactants [CH:1]1([CH2:4][NH2:5])[CH2:3][CH2:2]1.[F:6][C:7]([F:29])([F:28])[O:8][C:9]1[CH:14]=[CH:13][C:12]([S:15]([N:18]2[CH2:23][CH2:22][C:21](=[CH:24][C:25](O)=[O:26])[CH2:20][CH2:19]2)(=[O:17])=[O:16])=[CH:11][CH:10]=1.Cl.CN(C)CCCN=C=NCC.O.ON1C2C=CC=CC=2N=N1, predict the reaction product. The product is: [CH:1]1([CH2:4][NH:5][C:25](=[O:26])[CH:24]=[C:21]2[CH2:22][CH2:23][N:18]([S:15]([C:12]3[CH:13]=[CH:14][C:9]([O:8][C:7]([F:29])([F:28])[F:6])=[CH:10][CH:11]=3)(=[O:16])=[O:17])[CH2:19][CH2:20]2)[CH2:3][CH2:2]1. (7) Given the reactants [OH:1][CH2:2][CH:3]([CH2:5][OH:6])[OH:4].[C:7]([OH:16])(=[O:15])[CH2:8][CH2:9][CH2:10][CH2:11][C:12]([OH:14])=[O:13], predict the reaction product. The product is: [C:7]([OH:16])(=[O:15])[CH2:8][CH2:9][CH2:10][CH2:11][C:12]([OH:14])=[O:13].[OH:1][CH2:2][CH:3]([CH2:5][OH:6])[OH:4].